Dataset: Catalyst prediction with 721,799 reactions and 888 catalyst types from USPTO. Task: Predict which catalyst facilitates the given reaction. (1) Reactant: [CH2:1]([N:3]1[C:7]([CH2:8][S:9][C:10]2[N:15]=[C:14]([OH:16])[CH:13]=[C:12]([CH3:17])[N:11]=2)=[CH:6][CH:5]=[N:4]1)[CH3:2].[ClH:18].O1CCOCC1. Product: [ClH:18].[CH2:1]([N:3]1[C:7]([CH2:8][S:9][C:10]2[N:15]=[C:14]([OH:16])[CH:13]=[C:12]([CH3:17])[N:11]=2)=[CH:6][CH:5]=[N:4]1)[CH3:2]. The catalyst class is: 5. (2) The catalyst class is: 9. Reactant: [Cl:1][C:2]1[CH:23]=[CH:22][CH:21]=[CH:20][C:3]=1[O:4][C:5]1[CH2:9][N:8]([C@@H:10]([CH2:14][CH:15]([CH3:18])[CH2:16][CH3:17])[C:11]([OH:13])=O)[C:7](=[O:19])[CH:6]=1.[CH3:24][C:25]1([CH3:37])[O:29][C@H:28]([CH2:30][N:31]2[CH:35]=[CH:34][C:33]([NH2:36])=[N:32]2)[CH2:27][O:26]1.C(N(CC)C(C)C)(C)C.F[P-](F)(F)(F)(F)F.N1(O[P+](N(C)C)(N(C)C)N(C)C)C2C=CC=CC=2N=N1. Product: [CH3:24][C:25]1([CH3:37])[O:29][C@H:28]([CH2:30][N:31]2[CH:35]=[CH:34][C:33]([NH:36][C:11](=[O:13])[C@@H:10]([N:8]3[CH2:9][C:5]([O:4][C:3]4[CH:20]=[CH:21][CH:22]=[CH:23][C:2]=4[Cl:1])=[CH:6][C:7]3=[O:19])[CH2:14][CH:15]([CH3:18])[CH2:16][CH3:17])=[N:32]2)[CH2:27][O:26]1. (3) Product: [F:16][C:11]1[C:10]([NH:17][C:18]2[CH:23]=[CH:22][C:21]([I:24])=[CH:20][C:19]=2[F:25])=[C:9]([NH:8][S:5]([CH2:4][CH2:3][CH2:2][OH:26])(=[O:7])=[O:6])[CH:14]=[CH:13][C:12]=1[F:15]. Reactant: Cl[CH2:2][CH2:3][CH2:4][S:5]([NH:8][C:9]1[CH:14]=[CH:13][C:12]([F:15])=[C:11]([F:16])[C:10]=1[NH:17][C:18]1[CH:23]=[CH:22][C:21]([I:24])=[CH:20][C:19]=1[F:25])(=[O:7])=[O:6].[OH-:26].[K+]. The catalyst class is: 38.